This data is from Full USPTO retrosynthesis dataset with 1.9M reactions from patents (1976-2016). The task is: Predict the reactants needed to synthesize the given product. (1) Given the product [CH3:31][NH:32][C:2]1[O:3][C:4]2[C:24]([OH:25])=[C:23]([O:29][CH3:30])[CH:22]=[CH:21][C:5]=2[C:6]=1[C:7](=[O:20])[C:8]1[CH:13]=[C:12]([O:14][CH3:15])[C:11]([O:16][CH3:17])=[C:10]([O:18][CH3:19])[CH:9]=1, predict the reactants needed to synthesize it. The reactants are: Br[C:2]1[O:3][C:4]2[C:24]([O:25]C(=O)C)=[C:23]([O:29][CH3:30])[CH:22]=[CH:21][C:5]=2[C:6]=1[C:7](=[O:20])[C:8]1[CH:13]=[C:12]([O:14][CH3:15])[C:11]([O:16][CH3:17])=[C:10]([O:18][CH3:19])[CH:9]=1.[CH3:31][NH2:32]. (2) Given the product [CH3:51][C@@H:50]1[CH2:49][N:37]2[N:38]=[C:39]([CH2:41][O:42][C:43]3[CH:44]=[CH:45][CH:46]=[CH:47][CH:48]=3)[CH:40]=[C:36]2[CH2:53][NH:52]1, predict the reactants needed to synthesize it. The reactants are: C(OC(C1NN=C(COC2C=CC=CC=2)C=1)=O)C.C(OC(=O)N[C@H](C)CO)(C)(C)C.C(OC([C:36]1[N:37]([CH2:49][CH:50]([NH:52][C:53](OC(C)(C)C)=O)[CH3:51])[N:38]=[C:39]([CH2:41][O:42][C:43]2[CH:48]=[CH:47][CH:46]=[CH:45][CH:44]=2)[CH:40]=1)=O)C.CC1CN2N=C(COC3C=CC=CC=3)C=C2C(=O)N1.CC1CN2N=C(COC3C=CC=CC=3)C=C2CN1.